Dataset: Forward reaction prediction with 1.9M reactions from USPTO patents (1976-2016). Task: Predict the product of the given reaction. (1) Given the reactants [O:1]1[CH2:6][CH2:5][CH:4]([C:7]2[C:8]([O:13][C:14]3[CH:20]=[CH:19][C:17]([NH2:18])=[CH:16][CH:15]=3)=[N:9][CH:10]=[CH:11][CH:12]=2)[CH2:3][CH2:2]1.Cl[C:22]1[NH:26][C:25]2[C:27]([O:31][CH3:32])=[CH:28][CH:29]=[CH:30][C:24]=2[N:23]=1, predict the reaction product. The product is: [CH3:32][O:31][C:27]1[C:25]2[NH:26][C:22]([NH:18][C:17]3[CH:16]=[CH:15][C:14]([O:13][C:8]4[C:7]([CH:4]5[CH2:3][CH2:2][O:1][CH2:6][CH2:5]5)=[CH:12][CH:11]=[CH:10][N:9]=4)=[CH:20][CH:19]=3)=[N:23][C:24]=2[CH:30]=[CH:29][CH:28]=1. (2) Given the reactants [N:1]([CH:4]([C:6]1[N:7]=[C:8]2[S:22][CH:21]=[CH:20][N:9]2[C:10](=[O:19])[C:11]=1[C:12]1[CH:17]=[CH:16][CH:15]=[C:14]([F:18])[CH:13]=1)[CH3:5])=[N+]=[N-].CP(C)C.C(OCC)(=O)C, predict the reaction product. The product is: [NH2:1][CH:4]([C:6]1[N:7]=[C:8]2[S:22][CH:21]=[CH:20][N:9]2[C:10](=[O:19])[C:11]=1[C:12]1[CH:17]=[CH:16][CH:15]=[C:14]([F:18])[CH:13]=1)[CH3:5]. (3) Given the reactants [CH2:1]([O:11][CH2:12][CH:13]1[CH2:18][CH2:17][CH2:16][CH:15]=[CH:14]1)[CH2:2][CH2:3][CH2:4][CH2:5][CH2:6][CH2:7][CH2:8][CH2:9][CH3:10].C(OO)(=[O:21])C.O, predict the reaction product. The product is: [CH2:1]([O:11][CH2:12][CH:13]1[CH2:18][CH2:17][CH:16]2[CH:15]([O:21]2)[CH2:14]1)[CH2:2][CH2:3][CH2:4][CH2:5][CH2:6][CH2:7][CH2:8][CH2:9][CH3:10]. (4) Given the reactants [CH3:1][C:2]([CH3:20])([CH3:19])[CH2:3][O:4][C:5]1[C:14]2[C:9](=[CH:10][CH:11]=[C:12]([CH:15]=O)[CH:13]=2)[N:8]=[CH:7][C:6]=1[C:17]#[N:18].[CH:21]1([NH:24][C:25]2[S:26][CH2:27][C:28](=[O:30])[N:29]=2)[CH2:23][CH2:22]1.C([O-])(=O)C.[Na+], predict the reaction product. The product is: [CH:21]1([NH:24][C:25]2[S:26]/[C:27](=[CH:15]\[C:12]3[CH:13]=[C:14]4[C:9](=[CH:10][CH:11]=3)[N:8]=[CH:7][C:6]([C:17]#[N:18])=[C:5]4[O:4][CH2:3][C:2]([CH3:20])([CH3:19])[CH3:1])/[C:28](=[O:30])[N:29]=2)[CH2:23][CH2:22]1. (5) The product is: [Cl:9][CH2:8][C:5]1[CH:6]=[CH:7][C:2]([F:1])=[N:3][CH:4]=1. Given the reactants [F:1][C:2]1[CH:7]=[CH:6][C:5]([CH3:8])=[CH:4][N:3]=1.[Cl:9]N1C(=O)CCC1=O.C(O)(=O)C.C(#N)C, predict the reaction product.